This data is from Reaction yield outcomes from USPTO patents with 853,638 reactions. The task is: Predict the reaction yield, written as a fraction of the theoretical maximum amount of product (1.0 means a 100% yield; for example, 0.34 means a 34% yield). (1) The reactants are Cl[CH2:2][CH2:3][CH2:4][CH2:5][C:6]([C:8]1[O:9][C:10]2[CH:17]=[CH:16][C:15]([O:18][CH3:19])=[CH:14][C:11]=2[C:12]=1[CH3:13])=[O:7].[I-].[Na+].[CH3:22][O-:23].[Na+]. The catalyst is CO. The product is [CH3:22][O:23][CH2:2][CH2:3][CH2:4][CH2:5][C:6]([C:8]1[O:9][C:10]2[CH:17]=[CH:16][C:15]([O:18][CH3:19])=[CH:14][C:11]=2[C:12]=1[CH3:13])=[O:7]. The yield is 0.420. (2) The reactants are [CH3:1][O:2][C:3]1[CH:4]=[C:5]2[C:10](=[CH:11][C:12]=1[O:13][CH3:14])[N:9]=[CH:8][N:7]=[C:6]2[NH:15][C:16]1[CH:21]=[CH:20][C:19]([N+:22]([O-])=O)=[CH:18][C:17]=1[F:25]. The catalyst is CN(C=O)C.CO.[Pd]. The product is [CH3:1][O:2][C:3]1[CH:4]=[C:5]2[C:10](=[CH:11][C:12]=1[O:13][CH3:14])[N:9]=[CH:8][N:7]=[C:6]2[NH:15][C:16]1[CH:21]=[CH:20][C:19]([NH2:22])=[CH:18][C:17]=1[F:25]. The yield is 0.650. (3) The reactants are Cl[S:2]([C:5]1[CH:6]=[CH:7][C:8]([F:14])=[C:9]([CH:13]=1)[C:10]([OH:12])=[O:11])(=[O:4])=[O:3].S([O-])([O-])=O.[Na+].[Na+].[OH-].[Na+].OS(O)(=O)=O. The catalyst is O. The product is [F:14][C:8]1[CH:7]=[CH:6][C:5]([S:2]([OH:4])=[O:3])=[CH:13][C:9]=1[C:10]([OH:12])=[O:11]. The yield is 0.720. (4) The reactants are [CH3:1][N:2]1[C:10]2[C:5](=[CH:6][CH:7]=[CH:8][CH:9]=2)[CH:4]=[C:3]1[C:11]([NH:13][C@H:14]([C:18]([NH:20][CH:21]([CH:30]([OH:33])[CH2:31][F:32])[CH2:22][C:23]([O:25][C:26]([CH3:29])([CH3:28])[CH3:27])=[O:24])=[O:19])[CH:15]([CH3:17])[CH3:16])=[O:12].CC(OI1(OC(C)=O)(OC(C)=O)OC(=O)C2C=CC=CC1=2)=O. The catalyst is CS(C)=O. The product is [CH3:1][N:2]1[C:10]2[C:5](=[CH:6][CH:7]=[CH:8][CH:9]=2)[CH:4]=[C:3]1[C:11]([NH:13][C@H:14]([C:18]([NH:20][CH:21]([C:30](=[O:33])[CH2:31][F:32])[CH2:22][C:23]([O:25][C:26]([CH3:27])([CH3:29])[CH3:28])=[O:24])=[O:19])[CH:15]([CH3:16])[CH3:17])=[O:12]. The yield is 0.490.